This data is from Full USPTO retrosynthesis dataset with 1.9M reactions from patents (1976-2016). The task is: Predict the reactants needed to synthesize the given product. Given the product [C:1]([C:3]1[CH:8]=[CH:7][C:6]([C:9](=[CH:19][N:20]([CH3:22])[CH3:21])[C:10]([O:12][CH2:13][CH3:14])=[O:11])=[C:5]([F:15])[CH:4]=1)#[N:2], predict the reactants needed to synthesize it. The reactants are: [C:1]([C:3]1[CH:8]=[CH:7][C:6]([CH2:9][C:10]([O:12][CH2:13][CH3:14])=[O:11])=[C:5]([F:15])[CH:4]=1)#[N:2].C(O[CH:19](OCC)[N:20]([CH3:22])[CH3:21])C.